Dataset: Full USPTO retrosynthesis dataset with 1.9M reactions from patents (1976-2016). Task: Predict the reactants needed to synthesize the given product. (1) Given the product [C:1]1([S:7]([CH2:10][C:11]2[C:16]([C:17]([O:19][CH3:20])=[O:18])=[C:15]([O:22][CH2:23][CH2:24][O:55][CH3:54])[C:14]([C:33]3[CH:37]=[CH:36][O:35][CH:34]=3)=[CH:13][CH:12]=2)(=[O:8])=[O:9])[CH:2]=[CH:3][CH:4]=[CH:5][CH:6]=1, predict the reactants needed to synthesize it. The reactants are: [C:1]1([S:7]([CH2:10][C:11]2[C:16]([C:17]([O:19][CH2:20]C)=[O:18])=[C:15]([O:22][CH2:23][CH2:24]NC(OC(C)(C)C)=O)[C:14]([C:33]3[CH:37]=[CH:36][O:35][CH:34]=3)=[CH:13][CH:12]=2)(=[O:9])=[O:8])[CH:6]=[CH:5][CH:4]=[CH:3][CH:2]=1.C1(S(CC2C([C:54](OC)=[O:55])=C(O)C(C3C=COC=3)=CC=2)(=O)=O)C=CC=CC=1.COCCBr. (2) Given the product [F:24][C:23]([F:26])([F:25])[C:18]1[CH:19]=[CH:20][CH:21]=[CH:22][C:17]=1[O:16][CH:13]1[CH2:12][CH2:11][N:10]([C:8]2[S:9][C:5]([C:3]3[N:4]=[C:28]([CH2:29][OH:30])[O:1][N:2]=3)=[CH:6][N:7]=2)[CH2:15][CH2:14]1, predict the reactants needed to synthesize it. The reactants are: [OH:1][N:2]=[C:3]([C:5]1[S:9][C:8]([N:10]2[CH2:15][CH2:14][CH:13]([O:16][C:17]3[CH:22]=[CH:21][CH:20]=[CH:19][C:18]=3[C:23]([F:26])([F:25])[F:24])[CH2:12][CH2:11]2)=[N:7][CH:6]=1)[NH2:4].[Na].[C:28](OCC)(=O)[CH2:29][OH:30].